From a dataset of Tox21: 12 toxicity assays (nuclear receptors and stress response pathways). Binary classification across 12 toxicity assays. The drug is O=C(O)CCCCCCCCCCC(=O)O. It tested positive (active) for: NR-ER (Estrogen Receptor agonist activity).